Dataset: Forward reaction prediction with 1.9M reactions from USPTO patents (1976-2016). Task: Predict the product of the given reaction. (1) Given the reactants [Cl:1][C:2]1[CH:7]=[CH:6][C:5]([CH:8]2[CH2:13][CH2:12][N:11](C(OCC(Cl)(Cl)Cl)=O)[CH2:10][CH:9]2[O:22][CH2:23][C:24]2[CH:33]=[CH:32][C:31]3[C:26](=[CH:27][CH:28]=[CH:29][CH:30]=3)[CH:25]=2)=[CH:4][CH:3]=1, predict the reaction product. The product is: [Cl:1][C:2]1[CH:7]=[CH:6][C:5]([CH:8]2[CH2:13][CH2:12][NH:11][CH2:10][CH:9]2[O:22][CH2:23][C:24]2[CH:33]=[CH:32][C:31]3[C:26](=[CH:27][CH:28]=[CH:29][CH:30]=3)[CH:25]=2)=[CH:4][CH:3]=1. (2) The product is: [Cl:28][C:27]1[CH:26]=[N:25][N:24]2[C:19]([C:17]([NH:16][CH:4]([C:5]3[CH:10]=[CH:9][C:8]([O:11][C:12]([F:14])([F:15])[F:13])=[CH:7][CH:6]=3)[CH2:3][O:2][CH3:1])=[O:18])=[CH:20][CH:21]=[N:22][C:23]=12. Given the reactants [CH3:1][O:2][CH2:3][CH:4]([NH:16][C:17]([C:19]1[N:24]2[N:25]=[CH:26][CH:27]=[C:23]2[N:22]=[CH:21][CH:20]=1)=[O:18])[C:5]1[CH:10]=[CH:9][C:8]([O:11][C:12]([F:15])([F:14])[F:13])=[CH:7][CH:6]=1.[Cl:28]N1C(=O)CCC1=O, predict the reaction product. (3) Given the reactants C[O:2][C:3]([C@H:5]1[CH2:10][CH2:9][C@H:8]([C:11]2[NH:12][CH:13]=[C:14]([C:16]3[CH:21]=[CH:20][CH:19]=[C:18]([C:22]([F:25])([F:24])[F:23])[CH:17]=3)[N:15]=2)[CH2:7][CH2:6]1)=[O:4].[Li+].[OH-], predict the reaction product. The product is: [F:25][C:22]([F:23])([F:24])[C:18]1[CH:17]=[C:16]([C:14]2[N:15]=[C:11]([C@H:8]3[CH2:7][CH2:6][C@H:5]([C:3]([OH:4])=[O:2])[CH2:10][CH2:9]3)[NH:12][CH:13]=2)[CH:21]=[CH:20][CH:19]=1. (4) Given the reactants [CH3:1][O:2][C:3](=[O:19])[C:4]1[CH:9]=[CH:8][CH:7]=[CH:6][C:5]=1[NH:10][CH2:11][C:12]1[CH:17]=[CH:16][N:15]=[C:14](Br)[CH:13]=1.[N:20]1([C:26]([NH2:28])=[O:27])[CH2:25][CH2:24][O:23][CH2:22][CH2:21]1, predict the reaction product. The product is: [CH3:1][O:2][C:3](=[O:19])[C:4]1[CH:9]=[CH:8][CH:7]=[CH:6][C:5]=1[NH:10][CH2:11][C:12]1[CH:17]=[CH:16][N:15]=[C:14]([NH:28][C:26]([N:20]2[CH2:25][CH2:24][O:23][CH2:22][CH2:21]2)=[O:27])[CH:13]=1.